From a dataset of Retrosynthesis with 50K atom-mapped reactions and 10 reaction types from USPTO. Predict the reactants needed to synthesize the given product. (1) Given the product O=C(O)Cc1cc(Nc2nc(CCc3ccccc3)cs2)ncc1Br, predict the reactants needed to synthesize it. The reactants are: CCOC(=O)Cc1cc(Nc2nc(CCc3ccccc3)cs2)ncc1Br. (2) Given the product CC(C)(C)OC(=O)N1CCCC[C@H]1c1noc(COc2ccc(CN3C(=O)c4ccccc4C3=O)cc2)n1, predict the reactants needed to synthesize it. The reactants are: CC(C)(C)OC(=O)N1CCCC[C@H]1c1noc(COc2ccc(CO)cc2)n1.O=C1NC(=O)c2ccccc21. (3) Given the product CC(C)(C)OC(=O)C1CC(C(=O)O)C(c2ccccc2)N1C(=O)CNC(=O)Nc1ccc(Cl)cc1, predict the reactants needed to synthesize it. The reactants are: COC(=O)C1CC(C(=O)OC(C)(C)C)N(C(=O)CNC(=O)Nc2ccc(Cl)cc2)C1c1ccccc1. (4) Given the product COC(=O)c1cc(Oc2ccc([N+](=O)[O-])c(C#N)c2)ccc1NS(=O)(=O)c1ccc(C)cc1, predict the reactants needed to synthesize it. The reactants are: COC(=O)c1cc(O)ccc1NS(=O)(=O)c1ccc(C)cc1.N#Cc1cc(F)ccc1[N+](=O)[O-]. (5) Given the product C#CCOc1ccc(CCC(=O)NCc2ccc(C(=O)OC)cc2)cc1OC, predict the reactants needed to synthesize it. The reactants are: C#CCOc1ccc(CCC(=O)Cl)cc1OC.COC(=O)c1ccc(CN)cc1. (6) The reactants are: CN1CCC2C1CCN2c1ccc([N+](=O)[O-])cc1. Given the product CN1CCC2C1CCN2c1ccc(N)cc1, predict the reactants needed to synthesize it. (7) The reactants are: CCCCCCCCC[C@@H]1OC[C@H](C)C=C1CO.CS(=O)(=O)Cl. Given the product CCCCCCCCC[C@@H]1OC[C@H](C)C=C1COS(C)(=O)=O, predict the reactants needed to synthesize it. (8) Given the product CC(=O)NCCCS(=O)(=O)OCC(C)(C)[C@@H](O[Si](C)(C)C(C)(C)C)C(=O)OCc1oc(=O)oc1C, predict the reactants needed to synthesize it. The reactants are: CC(=O)NCCCS(=O)(=O)OCC(C)(C)[C@@H](O[Si](C)(C)C(C)(C)C)C(=O)O.Cc1oc(=O)oc1CBr.